Dataset: Forward reaction prediction with 1.9M reactions from USPTO patents (1976-2016). Task: Predict the product of the given reaction. (1) The product is: [Cl:1][C:2]1[CH:7]=[CH:6][C:5]([O:8][C:9]2[CH:14]=[CH:13][C:12]([C:29]3([OH:34])[CH2:30][CH2:31][CH2:32][CH2:33][CH:28]3[N:23]3[CH:27]=[N:26][CH:25]=[N:24]3)=[CH:11][CH:10]=2)=[CH:4][CH:3]=1. Given the reactants [Cl:1][C:2]1[CH:7]=[CH:6][C:5]([O:8][C:9]2[CH:14]=[CH:13][C:12](I)=[CH:11][CH:10]=2)=[CH:4][CH:3]=1.C([Mg]Cl)(C)C.[Cl-].[Li+].[N:23]1([CH:28]2[CH2:33][CH2:32][CH2:31][CH2:30][C:29]2=[O:34])[CH:27]=[N:26][CH:25]=[N:24]1.[Cl-].[NH4+], predict the reaction product. (2) Given the reactants [CH2:1](Br)[C:2]1[CH:7]=[CH:6][CH:5]=[CH:4][CH:3]=1.[OH:9][C:10]1[C:11]([C:20]([OH:22])=[O:21])=[CH:12][C:13]2[C:18]([CH:19]=1)=[CH:17][CH:16]=[CH:15][CH:14]=2.C(=O)([O-])[O-].[K+].[K+], predict the reaction product. The product is: [CH2:1]([O:9][C:10]1[C:11]([C:20]([O:22][CH2:1][C:2]2[CH:7]=[CH:6][CH:5]=[CH:4][CH:3]=2)=[O:21])=[CH:12][C:13]2[C:18]([CH:19]=1)=[CH:17][CH:16]=[CH:15][CH:14]=2)[C:2]1[CH:7]=[CH:6][CH:5]=[CH:4][CH:3]=1.